From a dataset of Forward reaction prediction with 1.9M reactions from USPTO patents (1976-2016). Predict the product of the given reaction. (1) Given the reactants [CH2:1]([O:8][C:9]([N:11]1[CH2:16][CH2:15][C:14](=[O:17])[CH2:13][CH2:12]1)=[O:10])[C:2]1[CH:7]=[CH:6][CH:5]=[CH:4][CH:3]=1.[Br:18]Br.O, predict the reaction product. The product is: [CH2:1]([O:8][C:9]([N:11]1[CH2:16][CH2:15][C:14](=[O:17])[CH:13]([Br:18])[CH2:12]1)=[O:10])[C:2]1[CH:7]=[CH:6][CH:5]=[CH:4][CH:3]=1. (2) Given the reactants [C:1]([O:4][CH2:5][C@@H:6]1[C@@H:11]([O:12][C:13](=[O:15])[CH3:14])[C@H:10]([O:16][C:17](=[O:19])[CH3:18])[C@@H:9]([O:20][C:21](=[O:23])[CH3:22])[C@H:8]([N:24]2[C:32]3[C:27](=[C:28]([CH3:33])[CH:29]=[CH:30][CH:31]=3)[C:26]([CH2:34][C:35]3[CH:40]=[CH:39][C:38](Br)=[CH:37][CH:36]=3)=[CH:25]2)[O:7]1)(=[O:3])[CH3:2].[CH2:42]([OH:46])[CH2:43][CH:44]=[CH2:45].C(N(CC)CC)C.C1(C)C=CC=CC=1P(C1C=CC=CC=1C)C1C=CC=CC=1C, predict the reaction product. The product is: [C:1]([O:4][CH2:5][C@@H:6]1[C@@H:11]([O:12][C:13](=[O:15])[CH3:14])[C@H:10]([O:16][C:17](=[O:19])[CH3:18])[C@@H:9]([O:20][C:21](=[O:23])[CH3:22])[C@H:8]([N:24]2[C:32]3[C:27](=[C:28]([CH3:33])[CH:29]=[CH:30][CH:31]=3)[C:26]([CH2:34][C:35]3[CH:40]=[CH:39][C:38](/[CH:45]=[CH:44]/[CH2:43][CH2:42][OH:46])=[CH:37][CH:36]=3)=[CH:25]2)[O:7]1)(=[O:3])[CH3:2]. (3) Given the reactants N[N:2]1[CH:7]=[CH:6][CH:5]=[CH:4][C:3]1=[O:8].[Br:9][C:10]1[CH:18]=[CH:17][C:13]([C:14](Cl)=[O:15])=[CH:12][CH:11]=1.[N:19]1C=CC=CC=1, predict the reaction product. The product is: [Br:9][C:10]1[CH:18]=[CH:17][C:13]([C:14]([NH:19][C:4]2[C:3](=[O:8])[NH:2][CH:7]=[CH:6][CH:5]=2)=[O:15])=[CH:12][CH:11]=1. (4) Given the reactants [F:1][C:2]1[CH:7]=[CH:6][C:5]([C:8]2([OH:14])[CH2:13][CH2:12][NH:11][CH2:10][CH2:9]2)=[CH:4][CH:3]=1.Cl[C:16]1[CH:17]=[CH:18][C:19]2[N:20]([C:22]([C:25]([F:28])([F:27])[F:26])=[N:23][N:24]=2)[N:21]=1, predict the reaction product. The product is: [F:1][C:2]1[CH:7]=[CH:6][C:5]([C:8]2([OH:14])[CH2:9][CH2:10][N:11]([C:16]3[CH:17]=[CH:18][C:19]4[N:20]([C:22]([C:25]([F:26])([F:28])[F:27])=[N:23][N:24]=4)[N:21]=3)[CH2:12][CH2:13]2)=[CH:4][CH:3]=1.